The task is: Predict the product of the given reaction.. This data is from Forward reaction prediction with 1.9M reactions from USPTO patents (1976-2016). (1) Given the reactants [Br:1][C:2]1[CH:7]=[CH:6][C:5]([NH:8][C:9](=[O:17])[C:10]2[CH:15]=[CH:14][CH:13]=[CH:12][C:11]=2[NH2:16])=[CH:4][CH:3]=1.[N:18]1[CH:23]=[CH:22][C:21]([N:24]2[CH2:32][CH2:31][CH:27]([C:28]([Cl:30])=[O:29])[CH2:26][CH2:25]2)=[CH:20][CH:19]=1, predict the reaction product. The product is: [ClH:30].[N:18]1[CH:23]=[CH:22][C:21]([N:24]2[CH2:25][CH2:26][CH:27]([C:28]([NH:16][C:11]3[CH:12]=[CH:13][CH:14]=[CH:15][C:10]=3[C:9]([NH:8][C:5]3[CH:4]=[CH:3][C:2]([Br:1])=[CH:7][CH:6]=3)=[O:17])=[O:29])[CH2:31][CH2:32]2)=[CH:20][CH:19]=1. (2) Given the reactants [F:1][C:2]1[C:15]([NH:16][CH2:17][C:18]2[CH:23]=[C:22]([CH3:24])[CH:21]=[C:20]([C:25]3[CH:30]=[CH:29][CH:28]=[C:27]([F:31])[CH:26]=3)[CH:19]=2)=[C:14]([F:32])[CH:13]=[CH:12][C:3]=1[O:4][CH2:5][C:6]([O:8]C(C)C)=[O:7].[OH-].[Na+], predict the reaction product. The product is: [F:1][C:2]1[C:15]([NH:16][CH2:17][C:18]2[CH:23]=[C:22]([CH3:24])[CH:21]=[C:20]([C:25]3[CH:30]=[CH:29][CH:28]=[C:27]([F:31])[CH:26]=3)[CH:19]=2)=[C:14]([F:32])[CH:13]=[CH:12][C:3]=1[O:4][CH2:5][C:6]([OH:8])=[O:7]. (3) The product is: [F:1][C:2]1[CH:3]=[C:4]([CH:9]([C:10]([C:12]2[CH:17]=[CH:16][C:15]([CH3:18])=[C:14]([CH3:19])[CH:13]=2)=[O:11])[CH2:29][CH2:30][CH2:31][S:32][C:33]2[CH:42]=[CH:41][C:36]([C:37]([O:39][CH3:40])=[O:38])=[CH:35][CH:34]=2)[CH:5]=[C:6]([F:8])[CH:7]=1. Given the reactants [F:1][C:2]1[CH:3]=[C:4]([CH2:9][C:10]([C:12]2[CH:17]=[CH:16][C:15]([CH3:18])=[C:14]([CH3:19])[CH:13]=2)=[O:11])[CH:5]=[C:6]([F:8])[CH:7]=1.C([N-]C(C)C)(C)C.[Li+].Br[CH2:29][CH2:30][CH2:31][S:32][C:33]1[CH:42]=[CH:41][C:36]([C:37]([O:39][CH3:40])=[O:38])=[CH:35][CH:34]=1, predict the reaction product. (4) Given the reactants Cl[C:2]1[CH:16]=[CH:15][C:5]2[C:6](=[O:14])[NH:7][C:8]3[C:13]([C:4]=2[CH:3]=1)=[CH:12][CH:11]=[CH:10][N:9]=3.[CH3:17][C:18]1[CH:25]=[CH:24][CH:23]=[CH:22][C:19]=1[CH2:20][NH2:21].[CH:26]1(P(C2CCCCC2)C2C=CC=CC=2C2C(C(C)C)=CC(C(C)C)=CC=2C(C)C)[CH2:31]CCC[CH2:27]1.CC(C)([O-])C.[Na+], predict the reaction product. The product is: [C:19]1([CH2:20][NH:21][C:2]2[CH:16]=[CH:15][C:5]3[C:6](=[O:14])[NH:7][C:8]4[C:13]([C:4]=3[CH:3]=2)=[CH:12][CH:11]=[CH:10][N:9]=4)[C:18]2[C:25](=[CH:27][CH:26]=[CH:31][CH:17]=2)[CH:24]=[CH:23][CH:22]=1.